Dataset: Forward reaction prediction with 1.9M reactions from USPTO patents (1976-2016). Task: Predict the product of the given reaction. (1) Given the reactants Br[C:2]1[CH:3]=[C:4]([NH:8][CH2:9][C:10]2[CH:15]=[CH:14][CH:13]=[C:12]([F:16])[CH:11]=2)[CH:5]=[N:6][CH:7]=1.[Cl:17][C:18]1[C:19](B(O)O)=[CH:20][C:21]([F:24])=[N:22][CH:23]=1.C(Cl)Cl.C(=O)([O-])[O-].[Na+].[Na+], predict the reaction product. The product is: [Cl:17][C:18]1[C:19]([C:2]2[CH:7]=[N:6][CH:5]=[C:4]([NH:8][CH2:9][C:10]3[CH:15]=[CH:14][CH:13]=[C:12]([F:16])[CH:11]=3)[CH:3]=2)=[CH:20][C:21]([F:24])=[N:22][CH:23]=1. (2) Given the reactants [OH:1][C:2]1[C:7]([C:8](=O)[CH3:9])=[CH:6][C:5]([C:11]2[NH:15][N:14]=[N:13][N:12]=2)=[CH:4][C:3]=1[C:16]1[CH:21]=[CH:20][CH:19]=[CH:18][CH:17]=1.[NH:22]([C:24]1[CH:32]=[CH:31][C:27]([C:28]([NH2:30])=[NH:29])=[CH:26][CH:25]=1)N.CCN(C(C)C)C(C)C, predict the reaction product. The product is: [OH:1][C:2]1[C:7]([C:8]2[NH:22][C:24]3[C:32]([CH:9]=2)=[CH:31][C:27]([C:28]([NH2:30])=[NH:29])=[CH:26][CH:25]=3)=[CH:6][C:5]([C:11]2[NH:15][N:14]=[N:13][N:12]=2)=[CH:4][C:3]=1[C:16]1[CH:21]=[CH:20][CH:19]=[CH:18][CH:17]=1. (3) Given the reactants [Cl:1][C:2]1[C:10]2[N:9]=[CH:8][NH:7][C:6]=2[CH:5]=[C:4]([Cl:11])[C:3]=1[Cl:12].C1COCC1.CCN(C(C)C)C(C)C.Cl[CH2:28][O:29][CH2:30][CH2:31][O:32][CH3:33], predict the reaction product. The product is: [Cl:1][C:2]1[C:10]2[N:9]=[CH:8][N:7]([CH2:28][O:29][CH2:30][CH2:31][O:32][CH3:33])[C:6]=2[CH:5]=[C:4]([Cl:11])[C:3]=1[Cl:12]. (4) Given the reactants [C:1]([C:3]1[CH:8]=[CH:7][C:6]([OH:9])=[CH:5][N:4]=1)#[N:2].[CH3:10]N(C=O)C.C([O-])([O-])=O.[K+].[K+], predict the reaction product. The product is: [C:1]([C:3]1[CH:8]=[CH:7][C:6]([O:9][CH3:10])=[CH:5][N:4]=1)#[N:2]. (5) Given the reactants [Cl:1][C:2]1[CH:7]=[C:6]([Cl:8])[C:5]([C:9]2[N:17]=[C:16]([Cl:18])[N:15]=[C:14]3[C:10]=2[N:11]=[CH:12][N:13]3[CH2:19][C:20]2[CH:25]=[CH:24][C:23]([O:26][CH3:27])=[CH:22][CH:21]=2)=[CH:4][C:3]=1[OH:28].[CH3:29][N:30]([CH3:35])[CH2:31][CH2:32][CH2:33]O.C1(P(C2C=CC=CC=2)C2C=CC=CC=2)C=CC=CC=1.N(C(OC(C)C)=O)=NC(OC(C)C)=O, predict the reaction product. The product is: [Cl:1][C:2]1[CH:7]=[C:6]([Cl:8])[C:5]([C:9]2[N:17]=[C:16]([Cl:18])[N:15]=[C:14]3[C:10]=2[N:11]=[CH:12][N:13]3[CH2:19][C:20]2[CH:21]=[CH:22][C:23]([O:26][CH3:27])=[CH:24][CH:25]=2)=[CH:4][C:3]=1[O:28][CH2:33][CH2:32][CH2:31][N:30]([CH3:35])[CH3:29]. (6) The product is: [CH2:44]([O:51][C:52](=[O:71])[NH:53][CH2:54][CH2:55][CH2:56][CH2:57][C@H:58]([NH:70][C:7]([C:2]1[CH:3]=[CH:4][CH:5]=[CH:6][N:1]=1)=[O:9])[C:59]([C:61]1[S:62][C:63]2[CH:69]=[CH:68][CH:67]=[CH:66][C:64]=2[N:65]=1)=[O:60])[C:45]1[CH:50]=[CH:49][CH:48]=[CH:47][CH:46]=1. Given the reactants [N:1]1[CH:6]=[CH:5][CH:4]=[CH:3][C:2]=1[C:7]([OH:9])=O.CN(C(ON1N=NC2C=CC=NC1=2)=[N+](C)C)C.F[P-](F)(F)(F)(F)F.CCN(C(C)C)C(C)C.Cl.[CH2:44]([O:51][C:52](=[O:71])[NH:53][CH2:54][CH2:55][CH2:56][CH2:57][C@H:58]([NH2:70])[C:59]([C:61]1[S:62][C:63]2[CH:69]=[CH:68][CH:67]=[CH:66][C:64]=2[N:65]=1)=[O:60])[C:45]1[CH:50]=[CH:49][CH:48]=[CH:47][CH:46]=1, predict the reaction product. (7) Given the reactants I[C:2]1[CH:3]=[C:4]([CH:6]=[CH:7][C:8]=1[CH3:9])[NH2:5].C(N(CC)CC)C.[B]1OC(C)(C)C(C)(C)O1.O.O.O.O.O.O.O.O.[OH-].[Ba+2].[OH-].Cl[C:38]1[C:39]2[CH:49]=[CH:48][C:47](=[O:50])[N:46]([C:51]3[C:56]([F:57])=[CH:55][CH:54]=[CH:53][C:52]=3[F:58])[C:40]=2[N:41]=[C:42]([S:44][CH3:45])[N:43]=1, predict the reaction product. The product is: [NH2:5][C:4]1[CH:6]=[CH:7][C:8]([CH3:9])=[C:2]([C:38]2[C:39]3[CH:49]=[CH:48][C:47](=[O:50])[N:46]([C:51]4[C:56]([F:57])=[CH:55][CH:54]=[CH:53][C:52]=4[F:58])[C:40]=3[N:41]=[C:42]([S:44][CH3:45])[N:43]=2)[CH:3]=1. (8) Given the reactants C([N:8]([C@H:20]([CH2:32][OH:33])[CH2:21][C:22]1[CH:31]=[CH:30][C:25]([C:26](OC)=[O:27])=[CH:24][CH:23]=1)[CH2:9][C@H:10]([OH:19])[CH2:11][O:12][C:13]1[CH:18]=[CH:17][CH:16]=[CH:15][CH:14]=1)C1C=CC=CC=1.[H-].[Al+3].[Li+].[H-].[H-].[H-].O, predict the reaction product. The product is: [OH:27][CH2:26][C:25]1[CH:30]=[CH:31][C:22]([CH2:21][C@H:20]([NH:8][CH2:9][C@H:10]([OH:19])[CH2:11][O:12][C:13]2[CH:14]=[CH:15][CH:16]=[CH:17][CH:18]=2)[CH2:32][OH:33])=[CH:23][CH:24]=1. (9) Given the reactants [F:1][C:2]([P:8]([C:11]([F:17])([F:16])[C:12]([F:15])([F:14])[F:13])(=O)[OH:9])([F:7])[C:3]([F:6])([F:5])[F:4].C1(P(Cl)(Cl)(Cl)[Cl:25])C=CC=CC=1, predict the reaction product. The product is: [F:1][C:2]([P:8]([Cl:25])([C:11]([F:17])([F:16])[C:12]([F:15])([F:14])[F:13])=[O:9])([F:7])[C:3]([F:6])([F:5])[F:4]. (10) Given the reactants Cl[C:2]1[N:12]=[CH:11][CH:10]=[CH:9][C:3]=1[C:4]([O:6][CH2:7][CH3:8])=[O:5].[CH2:13]([CH:15]([CH2:18][CH3:19])[CH2:16][NH2:17])[CH3:14], predict the reaction product. The product is: [CH2:13]([CH:15]([CH2:18][CH3:19])[CH2:16][NH:17][C:2]1[N:12]=[CH:11][CH:10]=[CH:9][C:3]=1[C:4]([O:6][CH2:7][CH3:8])=[O:5])[CH3:14].